From a dataset of Reaction yield outcomes from USPTO patents with 853,638 reactions. Predict the reaction yield, written as a fraction of the theoretical maximum amount of product (1.0 means a 100% yield; for example, 0.34 means a 34% yield). (1) The reactants are [CH3:1][N:2]([C:4]([O:6][C:7]([CH3:10])([CH3:9])[CH3:8])=[O:5])[NH2:3].Cl.[C:12](=[NH:17])(OCC)[CH3:13].C(=O)([O-])[O-].[K+].[K+]. The catalyst is CN(C)C=O. The product is [C:7]([O:6][C:4]([N:2]([CH3:1])[NH:3][C:12](=[NH:17])[CH3:13])=[O:5])([CH3:10])([CH3:9])[CH3:8]. The yield is 0.590. (2) The reactants are [N:1]1([C:6]([O:8][C:9]([CH3:12])([CH3:11])[CH3:10])=[O:7])[CH2:5][CH2:4][CH2:3][CH2:2]1.C1C[C@H]2N(C[C@H]3[C@@H]4CCCCN4C[C@@H]2C3)CC1.[Li]C(CC)C.Br[C:36]1[CH:41]=[C:40]([F:42])[CH:39]=[CH:38][C:37]=1[F:43].[NH4+].[OH-]. The catalyst is CC(OC)(C)C.[Cl-].[Cl-].[Zn+2].CC([O-])=O.CC([O-])=O.[Pd+2].P(C(C)(C)C)(C(C)(C)C)C(C)(C)C.[H+].[B-](F)(F)(F)F. The product is [F:42][C:40]1[CH:41]=[CH:36][C:37]([F:43])=[CH:38][C:39]=1[C@H:2]1[CH2:3][CH2:4][CH2:5][N:1]1[C:6]([O:8][C:9]([CH3:12])([CH3:11])[CH3:10])=[O:7]. The yield is 0.720. (3) The reactants are [CH:1]([CH:4]1[C:9]2=[CH:10][C:11]3[CH:12]=[CH:13][C:14]([S:17][CH3:18])=[CH:15][C:16]=3[N:8]2[CH2:7][CH2:6][NH:5]1)([CH3:3])[CH3:2].Cl[C:20]1[N:25]=[C:24]([C:26]([F:29])([F:28])[F:27])[CH:23]=[CH:22][N:21]=1.CCN(C(C)C)C(C)C. The catalyst is C(O)CC. The product is [CH:1]([CH:4]1[C:9]2=[CH:10][C:11]3[CH:12]=[CH:13][C:14]([S:17][CH3:18])=[CH:15][C:16]=3[N:8]2[CH2:7][CH2:6][N:5]1[C:20]1[N:25]=[C:24]([C:26]([F:29])([F:28])[F:27])[CH:23]=[CH:22][N:21]=1)([CH3:3])[CH3:2]. The yield is 0.577. (4) The reactants are Br[CH2:2][CH2:3][CH2:4][CH2:5][CH:6]=[CH2:7].[C:8]([NH:15][NH2:16])([O:10][C:11]([CH3:14])([CH3:13])[CH3:12])=[O:9].CCN(C(C)C)C(C)C.C([O-])(O)=O.[Na+]. The catalyst is CS(C)=O.C(OCC)(=O)C. The product is [C:11]([O:10][C:8]([NH:15][NH:16][CH2:2][CH2:3][CH2:4][CH2:5][CH:6]=[CH2:7])=[O:9])([CH3:14])([CH3:13])[CH3:12]. The yield is 0.910. (5) The reactants are [CH:1]1([NH:4][C:5](=[N:14][OH:15])[C:6]2[CH:11]=[CH:10][CH:9]=[C:8]([I:12])[C:7]=2F)[CH2:3][CH2:2]1.N12CCCN=C1CCCCC2. The catalyst is O1CCCC1. The product is [CH:1]1([NH:4][C:5]2[C:6]3[CH:11]=[CH:10][CH:9]=[C:8]([I:12])[C:7]=3[O:15][N:14]=2)[CH2:3][CH2:2]1. The yield is 0.680.